The task is: Predict which catalyst facilitates the given reaction.. This data is from Catalyst prediction with 721,799 reactions and 888 catalyst types from USPTO. (1) Reactant: [C:1]1([C:7]2[CH:8]=[C:9]3[NH:14][CH2:13][CH2:12][CH2:11][N:10]3[C:15](=[O:17])[CH:16]=2)[CH:6]=[CH:5][CH:4]=[CH:3][CH:2]=1.CC(C)([O-])C.[Na+].C1C=CC(P(C2C(C3C(P(C4C=CC=CC=4)C4C=CC=CC=4)=CC=C4C=3C=CC=C4)=C3C(C=CC=C3)=CC=2)C2C=CC=CC=2)=CC=1.[Cl:70][C:71]1[N:76]=[C:75](Cl)[C:74]([CH3:78])=[CH:73][N:72]=1. Product: [Cl:70][C:71]1[N:76]=[C:75]([N:14]2[CH2:13][CH2:12][CH2:11][N:10]3[C:15](=[O:17])[CH:16]=[C:7]([C:1]4[CH:6]=[CH:5][CH:4]=[CH:3][CH:2]=4)[CH:8]=[C:9]23)[C:74]([CH3:78])=[CH:73][N:72]=1. The catalyst class is: 11. (2) Reactant: O1CCCCC1[O:7][C:8]1[CH:35]=[CH:34][C:11]([CH:12]=[C:13]2[CH2:18][CH2:17][CH2:16][C:15](=[CH:19][C:20]3[CH:25]=[CH:24][C:23]([O:26]C4CCCCO4)=[CH:22][CH:21]=3)[C:14]2=[O:33])=[CH:10][CH:9]=1.C1(C)C=CC(S([O-])(=O)=O)=CC=1.[NH+]1C=CC=CC=1.CO. Product: [OH:7][C:8]1[CH:9]=[CH:10][C:11]([CH:12]=[C:13]2[CH2:18][CH2:17][CH2:16][C:15](=[CH:19][C:20]3[CH:21]=[CH:22][C:23]([OH:26])=[CH:24][CH:25]=3)[C:14]2=[O:33])=[CH:34][CH:35]=1. The catalyst class is: 6. (3) Reactant: [I:1][C:2]1[C:7]([CH:8]=[O:9])=[C:6]([O:10]C)[N:5]=[CH:4][CH:3]=1.[I-].[Na+].Cl[Si](C)(C)C. Product: [I:1][C:2]1[CH:3]=[CH:4][NH:5][C:6](=[O:10])[C:7]=1[CH:8]=[O:9]. The catalyst class is: 23. (4) Reactant: [CH3:1][S:2]([N:5]1[CH2:8][CH:7]([CH:9]([NH:11][C:12]([C:14]2[C:22]3[C:17](=[N:18][CH:19]=[C:20]([C:23]4[C:31]5[C:26](=[CH:27][C:28]([Cl:32])=[CH:29][CH:30]=5)[N:25]([CH3:33])[N:24]=4)[N:21]=3)[N:16](COCC[Si](C)(C)C)[CH:15]=2)=[O:13])[CH3:10])[CH2:6]1)(=[O:4])=[O:3].C(O)(C(F)(F)F)=O.C(N)CN. Product: [CH3:1][S:2]([N:5]1[CH2:6][CH:7]([CH:9]([NH:11][C:12]([C:14]2[C:22]3[C:17](=[N:18][CH:19]=[C:20]([C:23]4[C:31]5[C:26](=[CH:27][C:28]([Cl:32])=[CH:29][CH:30]=5)[N:25]([CH3:33])[N:24]=4)[N:21]=3)[NH:16][CH:15]=2)=[O:13])[CH3:10])[CH2:8]1)(=[O:3])=[O:4]. The catalyst class is: 2. (5) Reactant: [CH:1]([C:4]1[C:8]([CH2:9][CH2:10][CH2:11][OH:12])=[CH:7][N:6]([C:13]2[CH:18]=[CH:17][C:16]([C:19]([F:22])([F:21])[F:20])=[CH:15][N:14]=2)[N:5]=1)([CH3:3])[CH3:2].O[C:24]1[CH:25]=[C:26]([CH2:30][CH2:31][C:32]([O:34]C)=[O:33])[CH:27]=[CH:28][CH:29]=1.C(P(CCCC)CCCC)CCC.N(C(N1CCCCC1)=O)=NC(N1CCCCC1)=O. Product: [CH:1]([C:4]1[C:8]([CH2:9][CH2:10][CH2:11][O:12][C:28]2[CH:27]=[C:26]([CH2:30][CH2:31][C:32]([OH:34])=[O:33])[CH:25]=[CH:24][CH:29]=2)=[CH:7][N:6]([C:13]2[CH:18]=[CH:17][C:16]([C:19]([F:21])([F:20])[F:22])=[CH:15][N:14]=2)[N:5]=1)([CH3:3])[CH3:2]. The catalyst class is: 7.